This data is from Experimentally validated miRNA-target interactions with 360,000+ pairs, plus equal number of negative samples. The task is: Binary Classification. Given a miRNA mature sequence and a target amino acid sequence, predict their likelihood of interaction. (1) The miRNA is rno-miR-215 with sequence AUGACCUAUGAUUUGACAGACA. The protein sequence of the target gene is MAARTLGRGVGRLLGSLRGLSGQPARPPCGVSAPRRAASGPSGSAPAVAAAAAQPGSYPALSAQAAREPAAFWGPLARDTLVWDTPYHTVWDCDFSTGKIGWFLGGQLNVSVNCLDQHVRKSPESVALIWERDEPGTEVRITYRELLETTCRLANTLKRHGVHRGDRVAIYMPVSPLAVAAMLACARIGAVHTVIFAGFSAESLAGRINDAKCKVVITFNQGLRGGRVVELKKIVDEAVKHCPTVQHVLVAHRTDNKVHMGDLDVPLEQEMAKEDPVCAPESMGSEDMLFMLYTSGSTGM.... Result: 0 (no interaction). (2) Result: 0 (no interaction). The miRNA is hsa-miR-4638-5p with sequence ACUCGGCUGCGGUGGACAAGU. The protein sequence of the target gene is MPERDSEPFSNPLAPDGHDVDDPHSFHQSKLTNEDFRKLLMTPRAAPTSAPPSKSRHHEMPREYNEDEDPAARRRKKKSYYAKLRQQEIERERELAEKYRDRAKERRDGVNKDYEETELISTTANYRAVGPTAEADKSAAEKRRQLIQESKFLGGDMEHTHLVKGLDFALLQKVRAEIASKEKEEEELMEKPQKETKKDEDPENKIEFKTRLGRNVYRMLFKSKAYERNELFLPGRMAYVVDLDDEYADTDIPTTLIRSKADCPTMEAQTTLTTNDIVISKLTQILSYLRQGTRNKKLKK....